Dataset: Catalyst prediction with 721,799 reactions and 888 catalyst types from USPTO. Task: Predict which catalyst facilitates the given reaction. (1) Reactant: [NH2:1][C:2]1[CH:26]=[N:25][C:5]2[O:6][C@@H:7]([CH2:20][NH:21][C:22](=[O:24])[CH3:23])[CH2:8][N:9]([S:10]([C:13]3[CH:14]=[C:15]([CH3:19])[CH:16]=[CH:17][CH:18]=3)(=[O:12])=[O:11])[C:4]=2[CH:3]=1.C(N(CC)C(C)C)(C)C.[Cl:36][C:37]1[CH:45]=[CH:44][CH:43]=[C:42]([F:46])[C:38]=1[C:39](Cl)=[O:40]. Product: [C:22]([NH:21][CH2:20][C@@H:7]1[O:6][C:5]2[N:25]=[CH:26][C:2]([NH:1][C:39](=[O:40])[C:38]3[C:42]([F:46])=[CH:43][CH:44]=[CH:45][C:37]=3[Cl:36])=[CH:3][C:4]=2[N:9]([S:10]([C:13]2[CH:14]=[C:15]([CH3:19])[CH:16]=[CH:17][CH:18]=2)(=[O:12])=[O:11])[CH2:8]1)(=[O:24])[CH3:23]. The catalyst class is: 7. (2) Reactant: [I:1][C:2]1[CH:3]=[C:4]([CH2:8][CH2:9][C:10](O)=[O:11])[CH:5]=[CH:6][CH:7]=1. Product: [I:1][C:2]1[CH:3]=[C:4]([CH2:8][CH2:9][CH2:10][OH:11])[CH:5]=[CH:6][CH:7]=1. The catalyst class is: 1. (3) Reactant: C(OC([N:8]1[CH2:13][CH2:12][N:11]([C:14]2[CH:19]=[CH:18][C:17]([C:20]([F:23])([F:22])[F:21])=[C:16]([Cl:24])[N:15]=2)[CH2:10][C@@H:9]1[CH3:25])=O)(C)(C)C. Product: [Cl:24][C:16]1[N:15]=[C:14]([N:11]2[CH2:12][CH2:13][NH:8][C@@H:9]([CH3:25])[CH2:10]2)[CH:19]=[CH:18][C:17]=1[C:20]([F:23])([F:21])[F:22]. The catalyst class is: 157. (4) Reactant: [Br:1][C:2]1[CH:7]=[CH:6][C:5]([OH:8])=[CH:4][CH:3]=1.CC(C)([O-])C.[K+].Cl[C:16]1[CH:17]=[N:18][CH:19]=[C:20](Cl)[C:21]=1[CH:22]=O.[C:25]([O:29][CH3:30])(=[O:28])[CH2:26][SH:27]. Product: [Br:1][C:2]1[CH:7]=[CH:6][C:5]([O:8][C:20]2[CH:19]=[N:18][CH:17]=[C:16]3[S:27][C:26]([C:25]([O:29][CH3:30])=[O:28])=[CH:22][C:21]=23)=[CH:4][CH:3]=1. The catalyst class is: 54. (5) Reactant: S(=O)(=O)(O)O.F[C:7]1[C:12]([F:13])=[C:11]([C:14]([F:17])([F:16])[F:15])[CH:10]=[CH:9][N:8]=1.[OH-:18].[Na+]. Product: [F:13][C:12]1[C:7](=[O:18])[NH:8][CH:9]=[CH:10][C:11]=1[C:14]([F:17])([F:16])[F:15]. The catalyst class is: 6.